This data is from Full USPTO retrosynthesis dataset with 1.9M reactions from patents (1976-2016). The task is: Predict the reactants needed to synthesize the given product. (1) Given the product [Cl:28][C:11]1[CH:12]=[C:13]2[NH:18][C:17]([O:19][C@@H:20]3[CH2:24][O:23][C@H:22]([CH2:25][OH:26])[C@H:21]3[OH:27])=[N:16][C:14]2=[N:15][C:10]=1[C:7]1[CH:8]=[CH:9][C:4]([C:37]2[CH:42]=[CH:41][C:40]([N:43]3[N:47]=[CH:46][CH:45]=[N:44]3)=[CH:39][CH:38]=2)=[CH:5][CH:6]=1, predict the reactants needed to synthesize it. The reactants are: [Li+].[OH-].Br[C:4]1[CH:9]=[CH:8][C:7]([C:10]2[N:15]=[C:14]3[N:16]=[C:17]([O:19][C@@H:20]4[CH2:24][O:23][C@H:22]([CH2:25][OH:26])[C@H:21]4[OH:27])[NH:18][C:13]3=[CH:12][C:11]=2[Cl:28])=[CH:6][CH:5]=1.CC1(C)C(C)(C)OB([C:37]2[CH:42]=[CH:41][C:40]([N:43]3[N:47]=[CH:46][CH:45]=[N:44]3)=[CH:39][CH:38]=2)O1. (2) Given the product [I:23][C:5]1[CH:4]=[N:3][N:2]([CH3:1])[C:6]=1[C:7]1[CH:8]=[C:9]([C:12]([O:14][CH3:15])=[O:13])[S:10][CH:11]=1, predict the reactants needed to synthesize it. The reactants are: [CH3:1][N:2]1[C:6]([C:7]2[CH:8]=[C:9]([C:12]([O:14][CH3:15])=[O:13])[S:10][CH:11]=2)=[CH:5][CH:4]=[N:3]1.C1C(=O)N([I:23])C(=O)C1. (3) Given the product [ClH:32].[CH3:29][C:12]1([CH3:30])[CH2:11][C:10]2[C:15](=[C:16]3[CH2:20][C:19]([CH3:21])([CH3:22])[O:18][C:17]3=[C:8]([O:7][CH2:6][C:5]([OH:31])=[O:4])[CH:9]=2)[C:14]([C:23]2[CH:24]=[CH:25][CH:26]=[CH:27][CH:28]=2)=[N:13]1, predict the reactants needed to synthesize it. The reactants are: [OH-].[Na+].C[O:4][C:5](=[O:31])[CH2:6][O:7][C:8]1[CH:9]=[C:10]2[C:15](=[C:16]3[CH2:20][C:19]([CH3:22])([CH3:21])[O:18][C:17]=13)[C:14]([C:23]1[CH:28]=[CH:27][CH:26]=[CH:25][CH:24]=1)=[N:13][C:12]([CH3:30])([CH3:29])[CH2:11]2.[ClH:32].C(OCC)(=O)C. (4) Given the product [Cl:14][C:15]1[CH:16]=[C:17]2[C:18](=[CH:24][CH:25]=1)[C:19](=[O:20])[N:1]([CH2:2][CH:3]([C:8]1([CH3:13])[O:9][CH2:10][CH2:11][O:12]1)[C:4]([O:6][CH3:7])=[O:5])[C:22]2=[O:21], predict the reactants needed to synthesize it. The reactants are: [NH2:1][CH2:2][CH:3]([C:8]1([CH3:13])[O:12][CH2:11][CH2:10][O:9]1)[C:4]([O:6][CH3:7])=[O:5].[Cl:14][C:15]1[CH:16]=[C:17]2[C:22](=O)[O:21][C:19](=[O:20])[C:18]2=[CH:24][CH:25]=1. (5) Given the product [C:18]([C:9]1[S:8]/[C:7](=[N:6]\[C:4](=[O:5])[C:3]2[CH:22]=[C:23]([C:26]([F:29])([F:28])[F:27])[CH:24]=[CH:25][C:2]=2/[CH:42]=[CH:41]/[S:38]([CH3:37])(=[O:40])=[O:39])/[N:11]([CH2:12][C@H:13]2[CH2:17][CH2:16][CH2:15][O:14]2)[CH:10]=1)([CH3:21])([CH3:20])[CH3:19], predict the reactants needed to synthesize it. The reactants are: Br[C:2]1[CH:25]=[CH:24][C:23]([C:26]([F:29])([F:28])[F:27])=[CH:22][C:3]=1[C:4](/[N:6]=[C:7]1\[S:8][C:9]([C:18]([CH3:21])([CH3:20])[CH3:19])=[CH:10][N:11]\1[CH2:12][C@H:13]1[CH2:17][CH2:16][CH2:15][O:14]1)=[O:5].C(N(CC)CC)C.[CH3:37][S:38]([CH:41]=[CH2:42])(=[O:40])=[O:39].C1(C)C=CC=CC=1P(C1C=CC=CC=1C)C1C=CC=CC=1C. (6) Given the product [OH:2][C:3]1[CH:4]=[C:5]([NH:9][C:10]([C:12]2[C:13]([NH:18][C@H:19]([C:21]3[N:26]([C:27]4[CH:32]=[CH:31][CH:30]=[CH:29][CH:28]=4)[C:25](=[O:33])[C:24]4=[C:34]([CH3:37])[CH:35]=[CH:36][N:23]4[N:22]=3)[CH3:20])=[N:14][CH:15]=[N:16][CH:17]=2)=[O:11])[CH:6]=[CH:7][CH:8]=1, predict the reactants needed to synthesize it. The reactants are: C[O:2][C:3]1[CH:4]=[C:5]([NH:9][C:10]([C:12]2[C:13]([NH:18][C@H:19]([C:21]3[N:26]([C:27]4[CH:32]=[CH:31][CH:30]=[CH:29][CH:28]=4)[C:25](=[O:33])[C:24]4=[C:34]([CH3:37])[CH:35]=[CH:36][N:23]4[N:22]=3)[CH3:20])=[N:14][CH:15]=[N:16][CH:17]=2)=[O:11])[CH:6]=[CH:7][CH:8]=1.B(Br)(Br)Br.